The task is: Predict the product of the given reaction.. This data is from Forward reaction prediction with 1.9M reactions from USPTO patents (1976-2016). Given the reactants [NH2:1][C@@H:2]([CH2:13][O:14][C:15]([CH3:18])([CH3:17])[CH3:16])[C@@H:3]([C:5]1[CH:6]=[N:7][C:8]([O:11][CH3:12])=[CH:9][CH:10]=1)[OH:4].CN(C)CC(O)=O.C(=O)([O-])[O-].[Cs+].[Cs+].[Br:32][C:33]1[CH:34]=[C:35]([N:39]2[C:47]3[C:42](=[CH:43][C:44](I)=[CH:45][CH:46]=3)[CH:41]=[N:40]2)[CH:36]=[CH:37][CH:38]=1, predict the reaction product. The product is: [Br:32][C:33]1[CH:34]=[C:35]([N:39]2[C:47]3[C:42](=[CH:43][C:44]([O:4][C@H:3]([C:5]4[CH:6]=[N:7][C:8]([O:11][CH3:12])=[CH:9][CH:10]=4)[C@@H:2]([NH2:1])[CH2:13][O:14][C:15]([CH3:18])([CH3:17])[CH3:16])=[CH:45][CH:46]=3)[CH:41]=[N:40]2)[CH:36]=[CH:37][CH:38]=1.